Dataset: Peptide-MHC class I binding affinity with 185,985 pairs from IEDB/IMGT. Task: Regression. Given a peptide amino acid sequence and an MHC pseudo amino acid sequence, predict their binding affinity value. This is MHC class I binding data. (1) The peptide sequence is FPVRPQVPL. The MHC is HLA-A33:01 with pseudo-sequence HLA-A33:01. The binding affinity (normalized) is 0.0949. (2) The peptide sequence is IPVRRGYTT. The MHC is HLA-A01:01 with pseudo-sequence HLA-A01:01. The binding affinity (normalized) is 0.0847. (3) The MHC is H-2-Kb with pseudo-sequence H-2-Kb. The binding affinity (normalized) is 0.751. The peptide sequence is FAPLRTSLL. (4) The peptide sequence is AVARPFFAK. The MHC is HLA-A03:01 with pseudo-sequence HLA-A03:01. The binding affinity (normalized) is 0.778. (5) The peptide sequence is IYRRRDGKW. The binding affinity (normalized) is 0. The MHC is HLA-A02:01 with pseudo-sequence HLA-A02:01. (6) The peptide sequence is YIASIFMPR. The MHC is HLA-B08:01 with pseudo-sequence HLA-B08:01. The binding affinity (normalized) is 0.0847. (7) The peptide sequence is KSFSAGMFH. The MHC is HLA-A69:01 with pseudo-sequence HLA-A69:01. The binding affinity (normalized) is 0.0847.